From a dataset of CYP1A2 inhibition data for predicting drug metabolism from PubChem BioAssay. Regression/Classification. Given a drug SMILES string, predict its absorption, distribution, metabolism, or excretion properties. Task type varies by dataset: regression for continuous measurements (e.g., permeability, clearance, half-life) or binary classification for categorical outcomes (e.g., BBB penetration, CYP inhibition). Dataset: cyp1a2_veith. (1) The compound is COc1ccc(COC(=O)N/N=C2/C[C@@H](O)[C@@H](O)[C@@H]3[C@@H]4C(=O)N(C(C)(C)C)C(=O)[C@H]4CC[C@@H]23)cc1. The result is 0 (non-inhibitor). (2) The compound is CC1=C(Br)C(=O)C(C)=C(Br)C1=O.Cc1c(O)c(Br)c(C)c(O)c1Br. The result is 1 (inhibitor). (3) The compound is CC(C)CNc1cc(N2CCCC2)ccc1[N+](=O)[O-]. The result is 1 (inhibitor). (4) The compound is COc1cc(/C=C2/C(=N)N3C=CSC3=NC2=O)ccc1OCCCOc1c(C)cccc1C. The result is 1 (inhibitor). (5) The result is 0 (non-inhibitor). The compound is O=C(CCn1nc(-c2ccc(Cl)cc2)c2ccccc2c1=O)NCCN1CCOCC1. (6) The drug is CCCCN1CCC(n2c(=O)[nH]c3ccccc32)CC1. The result is 0 (non-inhibitor). (7) The drug is NC1=NC(=O)/C(=C/c2cccs2)S1. The result is 1 (inhibitor).